The task is: Regression. Given a target protein amino acid sequence and a drug SMILES string, predict the binding affinity score between them. We predict pKd (pKd = -log10(Kd in M); higher means stronger binding). Dataset: bindingdb_kd.. This data is from Drug-target binding data from BindingDB using Kd measurements. The drug is Nc1ncnc2c1ncn2[C@@H]1O[C@H](C(=O)NCCCCCC(=O)O)[C@@H](O)[C@H]1O. The target protein (P05132) has sequence MGNAAAAKKGSEQESVKEFLAKAKEDFLKKWETPSQNTAQLDQFDRIKTLGTGSFGRVMLVKHKESGNHYAMKILDKQKVVKLKQIEHTLNEKRILQAVNFPFLVKLEFSFKDNSNLYMVMEYVAGGEMFSHLRRIGRFSEPHARFYAAQIVLTFEYLHSLDLIYRDLKPENLLIDQQGYIQVTDFGFAKRVKGRTWTLCGTPEYLAPEIILSKGYNKAVDWWALGVLIYEMAAGYPPFFADQPIQIYEKIVSGKVRFPSHFSSDLKDLLRNLLQVDLTKRFGNLKNGVNDIKNHKWFATTDWIAIYQRKVEAPFIPKFKGPGDTSNFDDYEEEEIRVSINEKCGKEFTEF. The pKd is 4.2.